This data is from Catalyst prediction with 721,799 reactions and 888 catalyst types from USPTO. The task is: Predict which catalyst facilitates the given reaction. (1) Reactant: Br[CH2:2][C:3]([C:5]12[CH2:14][CH:9]3[CH2:10][CH:11]([CH2:13][CH:7]([CH2:8]3)[CH2:6]1)[CH2:12]2)=[O:4].[N:15]1[CH:20]=[CH:19][C:18]([SH:21])=[CH:17][CH:16]=1.C(N(CC)CC)C. Product: [C:5]12([C:3](=[O:4])[CH2:2][S:21][C:18]3[CH:19]=[CH:20][N:15]=[CH:16][CH:17]=3)[CH2:14][CH:9]3[CH2:10][CH:11]([CH2:13][CH:7]([CH2:8]3)[CH2:6]1)[CH2:12]2. The catalyst class is: 10. (2) The catalyst class is: 30. Product: [CH3:1][N:2]1[C:6]([C:7]2[O:8][CH:9]=[C:10]([C:12]([OH:14])=[O:13])[N:11]=2)=[CH:5][CH:4]=[N:3]1. Reactant: [CH3:1][N:2]1[C:6]([C:7]2[O:8][CH:9]=[C:10]([C:12]([O:14]CC)=[O:13])[N:11]=2)=[CH:5][CH:4]=[N:3]1.[OH-].[K+]. (3) Reactant: N([O-])=O.[Na+].CC1(C)N([O])C(C)(C)CCC1.CC(O[Na])=[O:18].[F:21][C:22]([F:45])([CH:25]([F:44])[C:26]([F:43])([F:42])[O:27][C:28]([F:41])([F:40])[C:29]([F:39])([F:38])[C:30]([F:37])([F:36])[O:31][C:32]([F:35])([F:34])[F:33])[CH2:23][OH:24].O=O. Product: [F:21][C:22]([F:45])([CH:25]([F:44])[C:26]([F:43])([F:42])[O:27][C:28]([F:40])([F:41])[C:29]([F:38])([F:39])[C:30]([F:36])([F:37])[O:31][C:32]([F:33])([F:34])[F:35])[C:23]([OH:18])=[O:24]. The catalyst class is: 15. (4) Reactant: [Cl:1][C:2]1[C:3]([OH:12])=[C:4]([CH:7]=[C:8]([O:10][CH3:11])[CH:9]=1)[CH:5]=O.C([O-])([O-])=O.[K+].[K+].[F:19][C:20]([F:29])([F:28])/[CH:21]=[CH:22]/[C:23]([O:25][CH2:26][CH3:27])=[O:24].Cl. Product: [Cl:1][C:2]1[CH:9]=[C:8]([O:10][CH3:11])[CH:7]=[C:4]2[C:3]=1[O:12][CH:21]([C:20]([F:19])([F:29])[F:28])[C:22]([C:23]([O:25][CH2:26][CH3:27])=[O:24])=[CH:5]2. The catalyst class is: 3. (5) Reactant: Cl[C:2]1[N:7]=[C:6]([N:8]2[CH2:13][CH2:12][C:11]([CH3:20])([C:14]3[CH:19]=[CH:18][CH:17]=[CH:16][CH:15]=3)[O:10][C:9]2=[O:21])[CH:5]=[CH:4][N:3]=1.[F:22][C:23]1[CH:28]=[CH:27][C:26](B(O)O)=[CH:25][CH:24]=1.C([O-])([O-])=O.[K+].[K+]. Product: [F:22][C:23]1[CH:28]=[CH:27][C:26]([C:2]2[N:7]=[C:6]([N:8]3[CH2:13][CH2:12][C:11]([CH3:20])([C:14]4[CH:19]=[CH:18][CH:17]=[CH:16][CH:15]=4)[O:10][C:9]3=[O:21])[CH:5]=[CH:4][N:3]=2)=[CH:25][CH:24]=1. The catalyst class is: 12.